Predict the reactants needed to synthesize the given product. From a dataset of Full USPTO retrosynthesis dataset with 1.9M reactions from patents (1976-2016). (1) Given the product [F:46][C:41]1[C:40]2[CH:39]=[C:38]3[C:47]4[N:48]=[C:31]([C:14]5[CH:15]=[C:10]6[C:9]([C:26]([NH:27][CH3:28])=[O:29])=[C:8]([C:5]7[CH:6]=[CH:7][C:2]([F:1])=[CH:3][CH:4]=7)[O:25][C:11]6=[N:12][C:13]=5[N:19]([CH3:24])[S:20]([CH3:23])(=[O:22])=[O:21])[CH:32]=[CH:33][C:34]=4[N:35]=[C:36]([CH2:49][N:50]4[CH2:51][CH:52]([F:54])[CH2:53]4)[N:37]3[C:45]=2[CH:44]=[CH:43][CH:42]=1, predict the reactants needed to synthesize it. The reactants are: [F:1][C:2]1[CH:7]=[CH:6][C:5]([C:8]2[O:25][C:11]3=[N:12][C:13]([N:19]([CH3:24])[S:20]([CH3:23])(=[O:22])=[O:21])=[C:14](B(O)O)[CH:15]=[C:10]3[C:9]=2[C:26](=[O:29])[NH:27][CH3:28])=[CH:4][CH:3]=1.Cl[C:31]1[CH:32]=[CH:33][C:34]2[N:35]=[C:36]([CH2:49][N:50]3[CH2:53][CH:52]([F:54])[CH2:51]3)[N:37]3[C:45]4[CH:44]=[CH:43][CH:42]=[C:41]([F:46])[C:40]=4[CH:39]=[C:38]3[C:47]=2[N:48]=1.C([O-])([O-])=O.[Cs+].[Cs+]. (2) The reactants are: Cl[C:2]1[CH:3]=[C:4]2[C:9](=[CH:10][N:11]=1)[CH2:8][N:7]([C:12]1[C:17]([F:18])=[C:16]([O:19][CH3:20])[CH:15]=[C:14]([O:21][CH3:22])[C:13]=1[F:23])[C:6](=[O:24])[C:5]12[CH2:26][CH2:25]1.[CH3:27][NH:28]C(=O)OC(C)(C)C.C1(P(C2CCCCC2)C2C(OC)=CC=C(OC)C=2C2C(C(C)C)=CC(C(C)C)=CC=2C(C)C)CCCCC1.CC(C)([O-])C.[Na+]. Given the product [F:18][C:17]1[C:16]([O:19][CH3:20])=[CH:15][C:14]([O:21][CH3:22])=[C:13]([F:23])[C:12]=1[N:7]1[C:6](=[O:24])[C:5]2([CH2:26][CH2:25]2)[C:4]2[C:9](=[CH:10][N:11]=[C:2]([NH:28][CH3:27])[CH:3]=2)[CH2:8]1, predict the reactants needed to synthesize it. (3) Given the product [CH2:5]([O:4][C:2]([NH:12][C@H:13]([CH3:17])[C:14]([OH:16])=[O:15])=[O:3])[C:6]1[CH:11]=[CH:10][CH:9]=[CH:8][CH:7]=1, predict the reactants needed to synthesize it. The reactants are: Cl[C:2]([O:4][CH2:5][C:6]1[CH:11]=[CH:10][CH:9]=[CH:8][CH:7]=1)=[O:3].[NH2:12][C@H:13]([CH3:17])[C:14]([OH:16])=[O:15]. (4) Given the product [CH2:16]([NH:23][C:9]1[C:8]([S:12]([CH3:15])(=[O:14])=[O:13])=[CH:7][C:3]([C:4]([OH:6])=[O:5])=[C:2]([CH3:1])[CH:10]=1)[C:17]1[CH:22]=[CH:21][CH:20]=[CH:19][CH:18]=1, predict the reactants needed to synthesize it. The reactants are: [CH3:1][C:2]1[CH:10]=[C:9](Cl)[C:8]([S:12]([CH3:15])(=[O:14])=[O:13])=[CH:7][C:3]=1[C:4]([OH:6])=[O:5].[CH2:16]([NH2:23])[C:17]1[CH:22]=[CH:21][CH:20]=[CH:19][CH:18]=1. (5) Given the product [CH2:1]([S:3][C:4]1[N:9]2[CH:10]=[CH:11][N:12]=[C:8]2[CH:7]=[C:6]([C:13]2[CH:18]=[CH:17][C:16]([S:19]([N:25]3[CH2:30][CH2:29][CH2:28][CH2:27][CH2:26]3)(=[O:21])=[O:20])=[C:15]([O:23][CH3:24])[CH:14]=2)[N:5]=1)[CH3:2], predict the reactants needed to synthesize it. The reactants are: [CH2:1]([S:3][C:4]1[N:9]2[CH:10]=[CH:11][N:12]=[C:8]2[CH:7]=[C:6]([C:13]2[CH:18]=[CH:17][C:16]([S:19](Cl)(=[O:21])=[O:20])=[C:15]([O:23][CH3:24])[CH:14]=2)[N:5]=1)[CH3:2].[NH:25]1[CH2:30][CH2:29][CH2:28][CH2:27][CH2:26]1.O.C(Cl)Cl. (6) Given the product [O:6]([CH2:5][C:1]1([CH2:7][O:8][C:17]2[CH:22]=[CH:21][C:20]([CH:23]([C:29]#[C:30][CH3:31])[CH2:24][C:25]([OH:27])=[O:26])=[CH:19][CH:18]=2)[CH2:4][CH2:3][CH2:2]1)[C:9]1[CH:14]=[CH:13][CH:12]=[CH:11][CH:10]=1, predict the reactants needed to synthesize it. The reactants are: [C:1]1([CH2:7][OH:8])([CH2:5][OH:6])[CH2:4][CH2:3][CH2:2]1.[C:9]1(O)[CH:14]=[CH:13][CH:12]=[CH:11][CH:10]=1.O[C:17]1[CH:22]=[CH:21][C:20]([CH:23]([C:29]#[C:30][CH3:31])[CH2:24][C:25]([O:27]C)=[O:26])=[CH:19][CH:18]=1. (7) Given the product [CH2:19]([O:20][C:2]1[N:7]=[C:6]2[CH:8]=[C:9]([C:11]([OH:13])=[O:12])[S:10][C:5]2=[N:4][CH:3]=1)[CH3:18], predict the reactants needed to synthesize it. The reactants are: Cl[C:2]1[N:7]=[C:6]2[CH:8]=[C:9]([C:11]([O:13]C)=[O:12])[S:10][C:5]2=[N:4][CH:3]=1.[OH-].[Na+].C1C[O:20][CH2:19][CH2:18]1. (8) Given the product [Cl:8][C:6]1[CH:5]=[CH:4][C:3]2[C:9]3[C:10]([CH3:20])=[N:11][O:12][C:13]=3[CH2:14][C:15](=[O:16])[NH:1][C:2]=2[CH:7]=1, predict the reactants needed to synthesize it. The reactants are: [NH2:1][C:2]1[CH:7]=[C:6]([Cl:8])[CH:5]=[CH:4][C:3]=1[C:9]1[C:10]([CH3:20])=[N:11][O:12][C:13]=1[CH2:14][C:15](OCC)=[O:16].Cl. (9) Given the product [CH3:2][C:1]1[O:16][C:6]([C:7]2[CH:8]=[CH:9][C:10]([N+:13]([O-:15])=[O:14])=[CH:11][CH:12]=2)=[N:5][N:4]=1, predict the reactants needed to synthesize it. The reactants are: [C:1]([NH:4][NH:5][C:6](=[O:16])[C:7]1[CH:12]=[CH:11][C:10]([N+:13]([O-:15])=[O:14])=[CH:9][CH:8]=1)(=O)[CH3:2]. (10) Given the product [Cl:1][C:2]1[CH:3]=[C:4]([NH:9][C:10]2[N:14]=[C:13]([NH:15][CH3:16])[NH:12][N:11]=2)[CH:5]=[C:6]([Cl:8])[CH:7]=1, predict the reactants needed to synthesize it. The reactants are: [Cl:1][C:2]1[CH:3]=[C:4]([NH:9][C:10]2[N:14]=[C:13]([N:15](CC3C=CC(OC)=CC=3)[CH3:16])[N:12](CC3C=CC(OC)=CC=3)[N:11]=2)[CH:5]=[C:6]([Cl:8])[CH:7]=1.C(O)(C(F)(F)F)=O.